Dataset: Forward reaction prediction with 1.9M reactions from USPTO patents (1976-2016). Task: Predict the product of the given reaction. (1) Given the reactants [C:1]1([CH:8]=[CH:7][C:5]([OH:6])=[CH:4][CH:3]=1)[OH:2].[CH2:9](Br)[CH2:10][CH2:11][CH2:12][CH2:13][CH3:14].[Na+].[I-], predict the reaction product. The product is: [CH2:9]([O:2][C:1]1[CH:8]=[CH:7][C:5]([O:6][CH2:7][CH2:8][CH2:1][CH2:3][CH2:4][CH3:5])=[CH:4][CH:3]=1)[CH2:10][CH2:11][CH2:12][CH2:13][CH3:14]. (2) Given the reactants [C:1]([O:5][C:6]([N:8]1[CH2:13][CH2:12][CH:11]([NH:14][C:15]2[CH:20]=[CH:19][CH:18]=[CH:17][CH:16]=2)[CH2:10][CH2:9]1)=[O:7])([CH3:4])([CH3:3])[CH3:2].Cl[CH2:22][C:23]1[CH:24]=[C:25]([C:29]2[CH:34]=[C:33]([O:35][CH3:36])[C:32]([O:37][CH3:38])=[C:31]([O:39][CH3:40])[CH:30]=2)[CH:26]=[N:27][CH:28]=1, predict the reaction product. The product is: [C:1]([O:5][C:6]([N:8]1[CH2:9][CH2:10][CH:11]([N:14]([C:15]2[CH:20]=[CH:19][CH:18]=[CH:17][CH:16]=2)[CH2:22][C:23]2[CH:24]=[C:25]([C:29]3[CH:34]=[C:33]([O:35][CH3:36])[C:32]([O:37][CH3:38])=[C:31]([O:39][CH3:40])[CH:30]=3)[CH:26]=[N:27][CH:28]=2)[CH2:12][CH2:13]1)=[O:7])([CH3:4])([CH3:2])[CH3:3]. (3) Given the reactants [CH2:1]([O:8][C:9]1[CH:10]=[C:11]2[C:15](=[CH:16][CH:17]=1)[NH:14][CH:13]=[CH:12]2)[C:2]1[CH:7]=[CH:6][CH:5]=[CH:4][CH:3]=1.[H-].[Na+].N1C2C(=CC=CC=2)C=C1.Br[CH2:30][C:31]([O:33][CH2:34][CH3:35])=[O:32], predict the reaction product. The product is: [CH2:34]([O:33][C:31](=[O:32])[CH2:30][N:14]1[C:15]2[C:11](=[CH:10][C:9]([O:8][CH2:1][C:2]3[CH:3]=[CH:4][CH:5]=[CH:6][CH:7]=3)=[CH:17][CH:16]=2)[CH:12]=[CH:13]1)[CH3:35]. (4) Given the reactants CCN(C(C)C)C(C)C.[CH3:10][O:11][C:12]1[CH:13]=[CH:14][CH:15]=[C:16]2[C:21]=1[O:20][C:19](=[O:22])[C:18]([C:23]([OH:25])=O)=[CH:17]2.CN(C(ON1N=NC2C=CC=NC1=2)=[N+](C)C)C.F[P-](F)(F)(F)(F)F.[NH:50]1[C:54]2[CH:55]=[CH:56][CH:57]=[CH:58][C:53]=2[N:52]=[C:51]1[C:59]1[CH:64]=[CH:63][C:62]([NH2:65])=[CH:61][CH:60]=1, predict the reaction product. The product is: [NH:50]1[C:54]2[CH:55]=[CH:56][CH:57]=[CH:58][C:53]=2[N:52]=[C:51]1[C:59]1[CH:64]=[CH:63][C:62]([NH:65][C:23]([C:18]2[C:19](=[O:22])[O:20][C:21]3[C:16]([CH:17]=2)=[CH:15][CH:14]=[CH:13][C:12]=3[O:11][CH3:10])=[O:25])=[CH:61][CH:60]=1. (5) Given the reactants CS([O:5][CH2:6][CH2:7][CH2:8][C:9]1[CH:14]=[CH:13][CH:12]=[C:11]([O:15]S(C)(=O)=O)[CH:10]=1)(=O)=O.OC1C=C(CCC(O)=O)C=CC=1.O, predict the reaction product. The product is: [OH:5][CH2:6][CH2:7][CH2:8][C:9]1[CH:10]=[C:11]([OH:15])[CH:12]=[CH:13][CH:14]=1.